From a dataset of Reaction yield outcomes from USPTO patents with 853,638 reactions. Predict the reaction yield, written as a fraction of the theoretical maximum amount of product (1.0 means a 100% yield; for example, 0.34 means a 34% yield). (1) The reactants are O.[Na].[CH3:3][O:4][C:5]1[CH:25]=[CH:24][C:8]([CH2:9][N:10]2[CH2:19][CH2:18][C:17]3[C:12](=[CH:13][CH:14]=[C:15]([CH2:20][C:21]#[N:22])[CH:16]=3)[C:11]2=[O:23])=[CH:7][CH:6]=1.Br[CH2:27][CH2:28]Br.C(OC(=O)C)C. The catalyst is CN(C=O)C. The product is [CH3:3][O:4][C:5]1[CH:25]=[CH:24][C:8]([CH2:9][N:10]2[CH2:19][CH2:18][C:17]3[C:12](=[CH:13][CH:14]=[C:15]([C:20]4([C:21]#[N:22])[CH2:28][CH2:27]4)[CH:16]=3)[C:11]2=[O:23])=[CH:7][CH:6]=1. The yield is 0.770. (2) The yield is 0.573. The catalyst is CCOC(C)=O. The product is [Br:1][C:2]1[CH:3]=[C:4]2[C:5](=[CH:10][CH:11]=1)[C:6](=[O:7])[N:8]([CH3:9])[CH2:12]2. The reactants are [Br:1][C:2]1[CH:11]=[CH:10][C:5]([C:6]([NH:8][CH3:9])=[O:7])=[C:4]([CH2:12]O)[CH:3]=1.CN1CCN(C)C1=O.C([Mg]Cl)(C)C. (3) The reactants are [CH3:1][S:2][C:3]1[S:4][C:5]2[CH:11]=[C:10]([C:12]#[N:13])[CH:9]=[CH:8][C:6]=2[N:7]=1.[H-].[Al+3].[Li+].[H-].[H-].[H-].O.[OH-].[Na+]. The catalyst is C1COCC1. The product is [CH3:1][S:2][C:3]1[S:4][C:5]2[CH:11]=[C:10]([CH2:12][NH2:13])[CH:9]=[CH:8][C:6]=2[N:7]=1. The yield is 0.340. (4) The reactants are [Cl:1][C:2]1[CH:7]=[C:6](Cl)[N:5]2[N:9]=[CH:10][CH:11]=[C:4]2[N:3]=1.CCN(CC)CC.[CH:19]1([NH2:22])[CH2:21][CH2:20]1. The catalyst is C(#N)C. The product is [Cl:1][C:2]1[CH:7]=[C:6]([NH:22][CH:19]2[CH2:21][CH2:20]2)[N:5]2[N:9]=[CH:10][CH:11]=[C:4]2[N:3]=1. The yield is 0.700. (5) The reactants are CC(OC([N:8]1[CH2:13][CH2:12][C:11](=[C:14]([C:28]2[CH:33]=[CH:32][CH:31]=[CH:30][C:29]=2[NH2:34])[C:15]2[CH:20]=[CH:19][C:18]([C:21]([N:23]([CH2:26][CH3:27])[CH2:24][CH3:25])=[O:22])=[CH:17][CH:16]=2)[CH2:10][CH2:9]1)=O)(C)C.C(N(CC)CC)C.[C:42](Cl)(=[O:49])[C:43]1[CH:48]=[CH:47][CH:46]=[CH:45][CH:44]=1.C(O)(C(F)(F)F)=O. The catalyst is C(Cl)Cl. The product is [C:42]([NH:34][C:29]1[CH:30]=[CH:31][CH:32]=[CH:33][C:28]=1[C:14](=[C:11]1[CH2:10][CH2:9][NH:8][CH2:13][CH2:12]1)[C:15]1[CH:16]=[CH:17][C:18]([C:21]([N:23]([CH2:24][CH3:25])[CH2:26][CH3:27])=[O:22])=[CH:19][CH:20]=1)(=[O:49])[C:43]1[CH:48]=[CH:47][CH:46]=[CH:45][CH:44]=1. The yield is 0.460. (6) The reactants are C(NC1C=CC(C2C=C3C(CN([C@@H](C(C)C)C(O)=O)C3=O)=CC=2)=CC=1)(=O)C1C=CC=CC=1.[F:33][C:34]1[CH:39]=[C:38]([NH:40][C:41](=[O:53])[C:42]2[CH:47]=[CH:46][C:45]([CH2:48][CH2:49][CH2:50][CH2:51][CH3:52])=[CH:44][CH:43]=2)[CH:37]=[CH:36][C:35]=1[C:54]1[CH:62]=[C:61]2[C:57]([CH2:58][N:59]([C@@H:64]([CH:69]([CH3:71])[CH3:70])[C:65]([O:67]C)=[O:66])[C:60]2=[O:63])=[CH:56][CH:55]=1. No catalyst specified. The product is [F:33][C:34]1[CH:39]=[C:38]([NH:40][C:41](=[O:53])[C:42]2[CH:47]=[CH:46][C:45]([CH2:48][CH2:49][CH2:50][CH2:51][CH3:52])=[CH:44][CH:43]=2)[CH:37]=[CH:36][C:35]=1[C:54]1[CH:62]=[C:61]2[C:57]([CH2:58][N:59]([C@@H:64]([CH:69]([CH3:70])[CH3:71])[C:65]([OH:67])=[O:66])[C:60]2=[O:63])=[CH:56][CH:55]=1. The yield is 0.810. (7) The reactants are C[O:2][C:3](=[O:31])[C:4]1[CH:9]=[C:8]([N+:10]([O-:12])=[O:11])[CH:7]=[CH:6][C:5]=1[NH:13][C:14]1[CH:19]=[CH:18][C:17]([CH2:20][CH2:21][CH2:22][C:23]2[CH:28]=[CH:27][C:26]([Cl:29])=[C:25]([Cl:30])[CH:24]=2)=[CH:16][CH:15]=1.[OH-].[Na+]. The catalyst is CCO.C1COCC1. The product is [Cl:30][C:25]1[CH:24]=[C:23]([CH2:22][CH2:21][CH2:20][C:17]2[CH:16]=[CH:15][C:14]([NH:13][C:5]3[CH:6]=[CH:7][C:8]([N+:10]([O-:12])=[O:11])=[CH:9][C:4]=3[C:3]([OH:31])=[O:2])=[CH:19][CH:18]=2)[CH:28]=[CH:27][C:26]=1[Cl:29]. The yield is 1.00.